This data is from Peptide-MHC class II binding affinity with 134,281 pairs from IEDB. The task is: Regression. Given a peptide amino acid sequence and an MHC pseudo amino acid sequence, predict their binding affinity value. This is MHC class II binding data. (1) The peptide sequence is SWEYWGAQLNAMKPD. The MHC is HLA-DQA10101-DQB10501 with pseudo-sequence HLA-DQA10101-DQB10501. The binding affinity (normalized) is 0.517. (2) The peptide sequence is RSLSNKIKQKTKQIG. The MHC is DRB3_0301 with pseudo-sequence DRB3_0301. The binding affinity (normalized) is 0.284. (3) The MHC is HLA-DPA10201-DPB11401 with pseudo-sequence HLA-DPA10201-DPB11401. The peptide sequence is AFDVAATAANAAPAN. The binding affinity (normalized) is 0.0362. (4) The peptide sequence is ASIVKASFEEGKCGL. The MHC is HLA-DQA10201-DQB10301 with pseudo-sequence HLA-DQA10201-DQB10301. The binding affinity (normalized) is 0.351. (5) The peptide sequence is TRRFLPQILAECARRHHHHHH. The MHC is DRB1_0801 with pseudo-sequence DRB1_0801. The binding affinity (normalized) is 0.483. (6) The peptide sequence is AAAAAYETAFAAIVP. The MHC is HLA-DQA10401-DQB10402 with pseudo-sequence HLA-DQA10401-DQB10402. The binding affinity (normalized) is 0.194.